This data is from Full USPTO retrosynthesis dataset with 1.9M reactions from patents (1976-2016). The task is: Predict the reactants needed to synthesize the given product. (1) Given the product [C:57]([O:56][C:15](=[O:30])[N:14]([CH2:31][CH2:33][NH:43][C:42]([O:41][CH2:34][C:35]1[CH:36]=[CH:37][CH:38]=[CH:39][CH:40]=1)=[O:47])[C:9]1[CH:10]=[N:11][CH:12]=[CH:13][C:8]=1[C:3]1[CH:4]=[CH:5][CH:6]=[CH:7][C:2]=1[Cl:1])([CH3:60])([CH3:59])[CH3:58], predict the reactants needed to synthesize it. The reactants are: [Cl:1][C:2]1[CH:7]=[CH:6][CH:5]=[CH:4][C:3]=1[C:8]1[CH:13]=[CH:12][N:11]=[CH:10][C:9]=1[N:14]([CH:31]1[CH2:33]C1)[C:15](=[O:30])C1C=C(C(F)(F)F)C=C(C(F)(F)F)C=1.[CH2:34]([O:41][C:42](=[O:47])[NH:43]CCBr)[C:35]1[CH:40]=[CH:39][CH:38]=[CH:37][CH:36]=1.CCCCCCC.C[O:56][C:57]([CH3:60])([CH3:59])[CH3:58]. (2) Given the product [CH2:1]([O:3][C:4](=[O:28])[C:5]([C:24]([F:25])([F:27])[F:26])([OH:19])[CH2:6][C:7]([C:10]1[CH:15]=[CH:14][C:13]([Cl:16])=[C:12]([O:17][CH3:18])[CH:11]=1)([CH3:9])[CH3:8])[CH3:2], predict the reactants needed to synthesize it. The reactants are: [CH2:1]([O:3][C:4](=[O:28])[C:5]([C:24]([F:27])([F:26])[F:25])([O:19][Si](C)(C)C)[CH2:6][C:7]([C:10]1[CH:15]=[CH:14][C:13]([Cl:16])=[C:12]([O:17][CH3:18])[CH:11]=1)([CH3:9])[CH3:8])[CH3:2].O.O.O.[F-].C([N+](CCCC)(CCCC)CCCC)CCC.O.